Dataset: Forward reaction prediction with 1.9M reactions from USPTO patents (1976-2016). Task: Predict the product of the given reaction. (1) The product is: [C:3]1([CH:9]([C:11]2[N:15]3[CH:16]=[C:17]([C:20]4[CH:25]=[CH:24][CH:23]=[CH:22][CH:21]=4)[CH:18]=[N:19][C:14]3=[N:13][CH:12]=2)[OH:10])[CH:4]=[CH:5][CH:6]=[CH:7][CH:8]=1. Given the reactants [BH4-].[Na+].[C:3]1([C:9]([C:11]2[N:15]3[CH:16]=[C:17]([C:20]4[CH:25]=[CH:24][CH:23]=[CH:22][CH:21]=4)[CH:18]=[N:19][C:14]3=[N:13][CH:12]=2)=[O:10])[CH:8]=[CH:7][CH:6]=[CH:5][CH:4]=1.C([O-])(O)=O.[Na+], predict the reaction product. (2) Given the reactants [Li]C(C)(C)C.[CH:6]([Si:9]([CH:18]([CH3:20])[CH3:19])([CH:15]([CH3:17])[CH3:16])[C:10]1[O:11][CH:12]=[CH:13][N:14]=1)([CH3:8])[CH3:7].[Sn:21](Cl)([CH2:30][CH2:31][CH2:32][CH3:33])([CH2:26][CH2:27][CH2:28][CH3:29])[CH2:22][CH2:23][CH2:24][CH3:25], predict the reaction product. The product is: [CH2:30]([Sn:21]([CH2:22][CH2:23][CH2:24][CH3:25])([CH2:26][CH2:27][CH2:28][CH3:29])[C:12]1[O:11][C:10]([Si:9]([CH:6]([CH3:8])[CH3:7])([CH:15]([CH3:17])[CH3:16])[CH:18]([CH3:20])[CH3:19])=[N:14][CH:13]=1)[CH2:31][CH2:32][CH3:33]. (3) Given the reactants Br[C:2]1[C:7]2[N:8]=[C:9]([C:11]3[C:16]([Cl:17])=[CH:15][CH:14]=[CH:13][C:12]=3[Cl:18])[NH:10][C:6]=2[CH:5]=[CH:4][N:3]=1.[S:19]1[C:23]([C:24]([NH2:26])=[O:25])=[CH:22][N:21]=[CH:20]1.CC1(C)C2C(=C(P(C3C=CC=CC=3)C3C=CC=CC=3)C=CC=2)OC2C(P(C3C=CC=CC=3)C3C=CC=CC=3)=CC=CC1=2.C([O-])([O-])=O.[Cs+].[Cs+], predict the reaction product. The product is: [Cl:18][C:12]1[CH:13]=[CH:14][CH:15]=[C:16]([Cl:17])[C:11]=1[C:9]1[NH:8][C:7]2[C:2]([NH:26][C:24]([C:23]3[S:19][CH:20]=[N:21][CH:22]=3)=[O:25])=[N:3][CH:4]=[CH:5][C:6]=2[N:10]=1. (4) Given the reactants [O:1]([C:9]1[CH:14]=[CH:13][C:12]([OH:15])=[CH:11][CH:10]=1)[C:2]1[CH:7]=[CH:6][C:5]([OH:8])=[CH:4][CH:3]=1.I[CH:17]([CH3:19])[CH3:18].[OH-].[K+], predict the reaction product. The product is: [CH:17]([O:8][C:5]1[CH:6]=[CH:7][C:2]([O:1][C:9]2[CH:14]=[CH:13][C:12]([OH:15])=[CH:11][CH:10]=2)=[CH:3][CH:4]=1)([CH3:19])[CH3:18]. (5) The product is: [CH2:30]([O:29][C:22]1[CH:21]=[C:20]([C:18](=[O:19])[CH2:17][CH2:16][C:15]([NH:14][C:4]2[CH:3]=[C:2]([C:72]3[CH:73]=[C:68]([CH:69]=[CH:70][CH:71]=3)[C:66]([O:65][CH3:64])=[O:67])[CH:7]=[C:6]([C:8]3[CH:13]=[CH:12][CH:11]=[CH:10][CH:9]=3)[N:5]=2)=[O:32])[CH:25]=[CH:24][C:23]=1[O:26][CH2:27][CH3:28])[CH3:31]. Given the reactants Cl[C:2]1[CH:7]=[C:6]([C:8]2[CH:13]=[CH:12][CH:11]=[CH:10][CH:9]=2)[N:5]=[C:4]([NH:14][C:15](=[O:32])[CH2:16][CH2:17][C:18]([C:20]2[CH:25]=[CH:24][C:23]([O:26][CH2:27][CH3:28])=[C:22]([O:29][CH2:30][CH3:31])[CH:21]=2)=[O:19])[CH:3]=1.C1(C2C=CC=CC=2)C=CC=CC=1P(C1CCCCC1)C1CCCCC1.C(=O)([O-])[O-].[K+].[K+].[CH3:64][O:65][C:66]([C:68]1[CH:69]=[C:70](B(O)O)[CH:71]=[CH:72][CH:73]=1)=[O:67], predict the reaction product. (6) Given the reactants Cl[C:2]1[N:7]=[C:6]([NH:8][C:9]2[CH:14]=[CH:13][CH:12]=[C:11]([OH:15])[CH:10]=2)[C:5]([F:16])=[CH:4][N:3]=1.[CH2:17]([NH:19][C:20]([O:22][C:23]1[CH:24]=[C:25]([CH:27]=[CH:28][CH:29]=1)[NH2:26])=[O:21])[CH3:18], predict the reaction product. The product is: [CH2:17]([NH:19][C:20]([O:22][C:23]1[CH:24]=[C:25]([NH:26][C:2]2[N:7]=[C:6]([NH:8][C:9]3[CH:14]=[CH:13][CH:12]=[C:11]([OH:15])[CH:10]=3)[C:5]([F:16])=[CH:4][N:3]=2)[CH:27]=[CH:28][CH:29]=1)=[O:21])[CH3:18]. (7) Given the reactants [Cl:1][C:2]1[N:3]=[C:4]([C:9]([NH:11][C@H:12]2[CH2:17][CH2:16][N:15]([C:18]3[S:19][C:20]([C:23](O)=[O:24])=[CH:21][N:22]=3)[CH2:14][C@H:13]2[O:26][CH3:27])=[O:10])[NH:5][C:6]=1[CH2:7][CH3:8].Cl.CN.C[CH2:32][N:33]=C=NCCCN(C)C.Cl.C1C=CC2N(O)N=NC=2C=1.C(N(C(C)C)CC)(C)C, predict the reaction product. The product is: [Cl:1][C:2]1[N:3]=[C:4]([C:9]([NH:11][C@H:12]2[CH2:17][CH2:16][N:15]([C:18]3[S:19][C:20]([C:23]([NH:33][CH3:32])=[O:24])=[CH:21][N:22]=3)[CH2:14][C@H:13]2[O:26][CH3:27])=[O:10])[NH:5][C:6]=1[CH2:7][CH3:8]. (8) Given the reactants [OH:1][C@H:2]1[CH2:7][CH2:6][C@H:5]([NH:8][C:9]2[O:10][CH2:11][C:12](=[O:19])[C:13]=2[C:14]([O:16][CH2:17][CH3:18])=[O:15])[CH2:4][CH2:3]1.[NH:20]1[C:28]2[C:23](=[CH:24][CH:25]=[CH:26][N:27]=2)[C:22]([CH:29]=O)=[CH:21]1.N1CCC[C@H]1C(O)=O, predict the reaction product. The product is: [NH:20]1[C:28]2=[N:27][CH:26]=[CH:25][CH:24]=[C:23]2[C:22]([CH:29]=[C:11]2[O:10][C:9]([NH:8][C@H:5]3[CH2:6][CH2:7][C@H:2]([OH:1])[CH2:3][CH2:4]3)=[C:13]([C:14]([O:16][CH2:17][CH3:18])=[O:15])[C:12]2=[O:19])=[CH:21]1.